From a dataset of Full USPTO retrosynthesis dataset with 1.9M reactions from patents (1976-2016). Predict the reactants needed to synthesize the given product. (1) Given the product [CH2:22]([CH:3]1[C:2](=[O:1])[CH2:8][CH2:7][CH2:6][N:5]2[CH:9]=[C:10]([C:12]([O:14][CH2:15][CH3:16])=[O:13])[CH:11]=[C:4]12)[C:23]1[CH:28]=[CH:27][CH:26]=[CH:25][CH:24]=1, predict the reactants needed to synthesize it. The reactants are: [O:1]=[C:2]1[CH2:8][CH2:7][CH2:6][N:5]2[CH:9]=[C:10]([C:12]([O:14][CH2:15][CH3:16])=[O:13])[CH:11]=[C:4]2[CH2:3]1.N1CCCC1.[CH2:22](Br)[C:23]1[CH:28]=[CH:27][CH:26]=[CH:25][CH:24]=1. (2) The reactants are: O[Li].O.C([O:6][C:7]([C:9]1[N:10]=[N:11][N:12]([C:14]2[CH:19]=[CH:18][CH:17]=[CH:16][CH:15]=2)[CH:13]=1)=[O:8])C. Given the product [C:14]1([N:12]2[CH:13]=[C:9]([C:7]([OH:8])=[O:6])[N:10]=[N:11]2)[CH:15]=[CH:16][CH:17]=[CH:18][CH:19]=1, predict the reactants needed to synthesize it. (3) Given the product [Cl:1][C:2]1[CH:7]=[CH:6][CH:5]=[CH:4][C:3]=1[C:8]1[O:12][N:11]=[CH:10][C:9]=1[C:13]([N:31]1[CH2:32][CH2:33][CH:29]([CH2:28][C:27]2[CH:26]=[CH:25][C:24]([O:23][CH3:22])=[CH:35][CH:34]=2)[CH2:30]1)=[O:15], predict the reactants needed to synthesize it. The reactants are: [Cl:1][C:2]1[CH:7]=[CH:6][CH:5]=[CH:4][C:3]=1[C:8]1[O:12][N:11]=[CH:10][C:9]=1[C:13]([OH:15])=O.C(O)(=O)C(O)=O.[CH3:22][O:23][C:24]1[CH:35]=[CH:34][C:27]([CH2:28][CH:29]2[CH2:33][CH2:32][NH:31][CH2:30]2)=[CH:26][CH:25]=1.